Task: Predict the product of the given reaction.. Dataset: Forward reaction prediction with 1.9M reactions from USPTO patents (1976-2016) The product is: [Cl:23][C:2]1[N:7]=[CH:6][N:5]=[C:4]([C:8]([O:10][CH2:11][CH3:12])=[O:9])[CH:3]=1. Given the reactants O[C:2]1[N:7]=[CH:6][N:5]=[C:4]([C:8]([O:10][CH2:11][CH3:12])=[O:9])[CH:3]=1.CCOC(C)=O.C(Cl)(C([Cl:23])=O)=O, predict the reaction product.